Dataset: Reaction yield outcomes from USPTO patents with 853,638 reactions. Task: Predict the reaction yield, written as a fraction of the theoretical maximum amount of product (1.0 means a 100% yield; for example, 0.34 means a 34% yield). (1) The reactants are [CH3:1][O:2][C:3]1[CH:4]=[C:5]([CH2:11][C:12]([OH:14])=[O:13])[CH:6]=[C:7]([O:9][CH3:10])[CH:8]=1.O=S(Cl)Cl.[CH3:19]O. The catalyst is CCOC(C)=O. The product is [CH3:10][O:9][C:7]1[CH:6]=[C:5]([CH2:11][C:12]([O:14][CH3:19])=[O:13])[CH:4]=[C:3]([O:2][CH3:1])[CH:8]=1. The yield is 1.00. (2) The reactants are [NH:1]1[CH2:6][CH2:5][CH:4]([C:7]2[CH:12]=[CH:11][C:10]([S:13]([NH:16][C:17]3[S:18][CH:19]=[CH:20][N:21]=3)(=[O:15])=[O:14])=[CH:9][CH:8]=2)[CH2:3][CH2:2]1.[Cl:22][C:23]1[CH:24]=[C:25]2[CH:31]=[CH:30][N:29]([CH2:32][C:33](O)=[O:34])[C:26]2=[N:27][CH:28]=1.CN(C(ON1N=NC2C=CC=NC1=2)=[N+](C)C)C.F[P-](F)(F)(F)(F)F.CCN(C(C)C)C(C)C. The catalyst is C1COCC1. The product is [Cl:22][C:23]1[CH:24]=[C:25]2[CH:31]=[CH:30][N:29]([CH2:32][C:33]([N:1]3[CH2:2][CH2:3][CH:4]([C:7]4[CH:8]=[CH:9][C:10]([S:13]([NH:16][C:17]5[S:18][CH:19]=[CH:20][N:21]=5)(=[O:14])=[O:15])=[CH:11][CH:12]=4)[CH2:5][CH2:6]3)=[O:34])[C:26]2=[N:27][CH:28]=1. The yield is 0.460. (3) The reactants are [CH3:1][O:2][C:3]1[CH:8]=[CH:7][C:6]([C:9]2[CH:10]=[C:11]3[C:16]4=[C:17]([CH:19]5[CH2:24][N:23](C(OC(C)(C)C)=O)[CH2:22][CH2:21][CH:20]5[N:15]4[CH2:14][CH2:13][CH2:12]3)[CH:18]=2)=[C:5]([C:32]([F:35])([F:34])[F:33])[CH:4]=1. The catalyst is CC#N. The product is [CH3:1][O:2][C:3]1[CH:8]=[CH:7][C:6]([C:9]2[CH:10]=[C:11]3[C:16]4=[C:17]([C:19]5[CH2:24][NH:23][CH2:22][CH2:21][C:20]=5[N:15]4[CH2:14][CH2:13][CH2:12]3)[CH:18]=2)=[C:5]([C:32]([F:35])([F:33])[F:34])[CH:4]=1. The yield is 0.980. (4) The reactants are [Cl:1][C:2]1[C:7]([O:8][CH3:9])=[CH:6][C:5]([O:10][CH3:11])=[C:4]([F:12])[C:3]=1[C:13]1[C:24](=N)[NH:23][C:16]2[N:17]=[C:18]([S:21][CH3:22])[N:19]=[CH:20][C:15]=2[CH:14]=1.N([O-])=[O:27].[Na+].C([O-])([O-])=O.[Na+].[Na+]. The catalyst is CC(O)=O. The product is [Cl:1][C:2]1[C:7]([O:8][CH3:9])=[CH:6][C:5]([O:10][CH3:11])=[C:4]([F:12])[C:3]=1[C:13]1[C:24](=[O:27])[NH:23][C:16]2[N:17]=[C:18]([S:21][CH3:22])[N:19]=[CH:20][C:15]=2[CH:14]=1. The yield is 0.820.